Dataset: Reaction yield outcomes from USPTO patents with 853,638 reactions. Task: Predict the reaction yield, written as a fraction of the theoretical maximum amount of product (1.0 means a 100% yield; for example, 0.34 means a 34% yield). (1) The reactants are [N:1]1[CH:6]=[CH:5][C:4]([C:7]2[C:15]3[C:10](=[C:11]([NH2:16])[CH:12]=[CH:13][CH:14]=3)[NH:9][N:8]=2)=[CH:3][CH:2]=1.[S:17]1[CH:21]=[CH:20][CH:19]=[C:18]1[C:22](O)=[O:23].C(N(CC)CC)C.CN(C(ON1N=NC2C=CC=NC1=2)=[N+](C)C)C.F[P-](F)(F)(F)(F)F. The catalyst is CN(C=O)C.O. The product is [N:1]1[CH:6]=[CH:5][C:4]([C:7]2[C:15]3[C:10](=[C:11]([NH:16][C:22]([C:18]4[S:17][CH:21]=[CH:20][CH:19]=4)=[O:23])[CH:12]=[CH:13][CH:14]=3)[NH:9][N:8]=2)=[CH:3][CH:2]=1. The yield is 0.530. (2) The product is [C:12]1([C:10]([NH:9][CH2:8][P:6]([CH2:18][CH:19]([CH2:27][CH2:28][C:29]([OH:31])=[O:30])[C:20]([OH:22])=[O:21])([OH:7])=[O:5])=[O:11])[CH:17]=[CH:16][CH:15]=[CH:14][CH:13]=1. The yield is 0.750. The catalyst is ClCCl. The reactants are C([O:5][P:6]([CH2:18][CH:19]([CH2:27][CH2:28][C:29]([O:31]C(C)(C)C)=[O:30])[C:20]([O:22]C(C)(C)C)=[O:21])([CH2:8][NH:9][C:10]([C:12]1[CH:17]=[CH:16][CH:15]=[CH:14][CH:13]=1)=[O:11])=[O:7])(C)(C)C.FC(F)(F)C(O)=O. (3) The reactants are [CH2:1]([O:8][C@H:9]1[C:13]([CH2:20][O:21]S(C)(=O)=O)(COS(C)(=O)=O)[O:12][C@@H:11]([N:26]2[CH:34]=[N:33][C:32]3[C:27]2=[N:28][CH:29]=[N:30][C:31]=3[NH:35][C:36](=[O:43])[C:37]2[CH:42]=[CH:41][CH:40]=[CH:39][CH:38]=2)[C@@H:10]1OS(C(F)(F)F)(=O)=O)[C:2]1[CH:7]=[CH:6][CH:5]=[CH:4][CH:3]=1.[Li+].[OH-].Cl.CCOC(C)=O. The catalyst is C1COCC1.[Na+].[Cl-].C(Cl)Cl.[Cl-].[Na+].O. The product is [CH2:1]([O:8][C@H:9]1[C@@H:10]2[O:21][CH2:20][C@@H:13]1[O:12][C@H:11]2[N:26]1[CH:34]=[N:33][C:32]2[C:27]1=[N:28][CH:29]=[N:30][C:31]=2[NH:35][C:36](=[O:43])[C:37]1[CH:42]=[CH:41][CH:40]=[CH:39][CH:38]=1)[C:2]1[CH:7]=[CH:6][CH:5]=[CH:4][CH:3]=1. The yield is 1.00. (4) The reactants are [I:1][C:2]1[N:3]=[C:4]([C@@H:8]2[CH2:12][CH2:11][C@H:10]([CH3:13])[N:9]2[C:14]([O:16][C:17]([CH3:20])([CH3:19])[CH3:18])=[O:15])[NH:5][C:6]=1I.S([O-])([O-])(=O)=S.[Na+].[Na+]. The catalyst is C(O)C.O. The product is [I:1][C:2]1[NH:3][C:4]([C@@H:8]2[CH2:12][CH2:11][C@H:10]([CH3:13])[N:9]2[C:14]([O:16][C:17]([CH3:18])([CH3:20])[CH3:19])=[O:15])=[N:5][CH:6]=1. The yield is 0.730.